Dataset: Catalyst prediction with 721,799 reactions and 888 catalyst types from USPTO. Task: Predict which catalyst facilitates the given reaction. (1) The catalyst class is: 6. Product: [Cl:7][C:8]1[S:9][CH:10]=[C:11]([CH3:22])[C:12]=1[NH:13][C:14]1[NH:15][C:16]2=[CH:21][S:20][CH:19]=[C:17]2[N:18]=1. Reactant: C(=O)([O-])O.[Na+].Cl.[Cl:7][C:8]1[S:9][CH:10]=[C:11]([CH3:22])[C:12]=1[NH:13][C:14]1[NH:18][C:17]2=[CH:19][S:20][CH:21]=[C:16]2[N:15]=1. (2) Reactant: [Cl:1][C:2]1[CH:11]=[CH:10][C:9]2[CH2:8][CH:7]([CH2:12][OH:13])[N:6]3[C:14]4[CH:15]=[CH:16][CH:17]=[C:18]([F:21])[C:19]=4[CH:20]=[C:5]3[C:4]=2[N:3]=1.[CH3:22][S:23](Cl)(=[O:25])=[O:24]. Product: [CH3:22][S:23]([O:13][CH2:12][CH:7]1[N:6]2[C:14]3[CH:15]=[CH:16][CH:17]=[C:18]([F:21])[C:19]=3[CH:20]=[C:5]2[C:4]2[N:3]=[C:2]([Cl:1])[CH:11]=[CH:10][C:9]=2[CH2:8]1)(=[O:25])=[O:24]. The catalyst class is: 1. (3) Reactant: [C:1]1([CH2:7][CH2:8][CH2:9][CH2:10][CH2:11][OH:12])[CH:6]=[CH:5][CH:4]=[CH:3][CH:2]=1.[CH3:13][S:14](Cl)(=[O:16])=[O:15].C(N(CC)CC)C. Product: [C:1]1([CH2:7][CH2:8][CH2:9][CH2:10][CH2:11][O:12][S:14]([CH3:13])(=[O:16])=[O:15])[CH:6]=[CH:5][CH:4]=[CH:3][CH:2]=1. The catalyst class is: 2. (4) Reactant: CS(O[CH:6]([C:8]1[CH:21]=[C:20]2[C:11]([O:12][CH2:13][CH2:14][N:15]3[C:19]2=[N:18][C:17]([C:22]2[N:26]([CH:27]([CH3:29])[CH3:28])[N:25]=[C:24]([CH3:30])[N:23]=2)=[CH:16]3)=[CH:10][N:9]=1)[CH3:7])(=O)=O.[C:31]([N:35]1[CH2:40][CH2:39][NH:38][CH2:37][CH2:36]1)([CH3:34])([CH3:33])[CH3:32]. Product: [C:31]([N:35]1[CH2:40][CH2:39][N:38]([C@H:6]([C:8]2[N:9]=[CH:10][C:11]3[O:12][CH2:13][CH2:14][N:15]4[CH:16]=[C:17]([C:22]5[N:26]([CH:27]([CH3:29])[CH3:28])[N:25]=[C:24]([CH3:30])[N:23]=5)[N:18]=[C:19]4[C:20]=3[CH:21]=2)[CH3:7])[CH2:37][CH2:36]1)([CH3:34])([CH3:33])[CH3:32]. The catalyst class is: 12. (5) Reactant: [I:1][C:2]1[C:3]([O:10]COC)=[C:4]([CH:7]=[CH:8][N:9]=1)[CH:5]=[O:6].C(O)(C(F)(F)F)=O.C(Cl)Cl. Product: [OH:10][C:3]1[C:2]([I:1])=[N:9][CH:8]=[CH:7][C:4]=1[CH:5]=[O:6]. The catalyst class is: 2. (6) Reactant: [F:1][C:2]([F:15])([C:11]([F:14])([F:13])[F:12])[CH2:3][CH2:4][CH:5]=[CH:6][CH2:7][CH2:8][CH2:9][OH:10].C(N(CC)CC)C.[C:23]1([CH3:33])[CH:28]=[CH:27][C:26]([S:29](Cl)(=[O:31])=[O:30])=[CH:25][CH:24]=1. Product: [C:23]1([CH3:33])[CH:28]=[CH:27][C:26]([S:29]([O:10][CH2:9][CH2:8][CH2:7][CH:6]=[CH:5][CH2:4][CH2:3][C:2]([F:15])([F:1])[C:11]([F:12])([F:13])[F:14])(=[O:31])=[O:30])=[CH:25][CH:24]=1. The catalyst class is: 4.